Dataset: Peptide-MHC class II binding affinity with 134,281 pairs from IEDB. Task: Regression. Given a peptide amino acid sequence and an MHC pseudo amino acid sequence, predict their binding affinity value. This is MHC class II binding data. (1) The peptide sequence is QDWLGVSRQLRTKAW. The MHC is DRB1_0701 with pseudo-sequence DRB1_0701. The binding affinity (normalized) is 0.386. (2) The peptide sequence is IKEKGKDKWIALKES. The MHC is DRB1_1501 with pseudo-sequence DRB1_1501. The binding affinity (normalized) is 0.171. (3) The peptide sequence is NLVIEGPTTCGYLPT. The MHC is DRB5_0101 with pseudo-sequence DRB5_0101. The binding affinity (normalized) is 0.682. (4) The peptide sequence is SQDLELSWWLNGLQAY. The MHC is DRB1_1302 with pseudo-sequence DRB1_1302. The binding affinity (normalized) is 0.450. (5) The peptide sequence is VKVLRPAPGGKAYMD. The MHC is DRB1_0701 with pseudo-sequence DRB1_0701. The binding affinity (normalized) is 0.659. (6) The peptide sequence is SGGFSTTVSTEQNVP. The MHC is HLA-DPA10103-DPB10301 with pseudo-sequence HLA-DPA10103-DPB10301. The binding affinity (normalized) is 0.0310. (7) The peptide sequence is LGQQQPFPPQQPY. The MHC is HLA-DQA10501-DQB10201 with pseudo-sequence HLA-DQA10501-DQB10201. The binding affinity (normalized) is 0.